Dataset: Catalyst prediction with 721,799 reactions and 888 catalyst types from USPTO. Task: Predict which catalyst facilitates the given reaction. (1) Reactant: [H-].[H-].[H-].[H-].[Li+].[Al+3].[CH3:7][N:8]([CH3:22])[C:9]([C:11]1[NH:12][C:13]2[C:18]([CH:19]=1)=[CH:17][C:16]([O:20][CH3:21])=[CH:15][CH:14]=2)=O. Product: [CH3:21][O:20][C:16]1[CH:17]=[C:18]2[C:13](=[CH:14][CH:15]=1)[NH:12][C:11]([CH2:9][N:8]([CH3:7])[CH3:22])=[CH:19]2. The catalyst class is: 1. (2) Reactant: [C:1]1([CH2:17][CH2:18][CH2:19][C:20]([OH:22])=[O:21])[C:14]2[C:15]3=[C:16]4[C:11](=[CH:12][CH:13]=2)[CH:10]=[CH:9][CH:8]=[C:7]4[CH:6]=[CH:5][C:4]3=[CH:3][CH:2]=1.[C:23](OC=C)(=O)[CH3:24]. Product: [C:1]1([CH2:17][CH2:18][CH2:19][C:20]([O:22][CH:23]=[CH2:24])=[O:21])[C:14]2[C:15]3=[C:16]4[C:11](=[CH:12][CH:13]=2)[CH:10]=[CH:9][CH:8]=[C:7]4[CH:6]=[CH:5][C:4]3=[CH:3][CH:2]=1. The catalyst class is: 11.